From a dataset of Forward reaction prediction with 1.9M reactions from USPTO patents (1976-2016). Predict the product of the given reaction. (1) Given the reactants [CH3:1][Si:2]([CH:5]([Si:7]([CH3:10])([CH3:9])[CH3:8])Cl)([CH3:4])[CH3:3].[C:11]([O-:16])(=[O:15])[C:12]([CH3:14])=[CH2:13].[Na+], predict the reaction product. The product is: [CH3:1][Si:2]([CH:5]([O:16][C:11](=[O:15])[C:12]([CH3:14])=[CH2:13])[Si:7]([CH3:10])([CH3:9])[CH3:8])([CH3:4])[CH3:3]. (2) The product is: [CH3:48][O:52][C:2]1[CH:7]=[CH:6][CH:5]=[CH:4][C:3]=1[NH:8][C:9](=[S:35])[NH:10][C:11]1[CH:16]=[CH:15][C:14]([C:17]2[CH:18]=[C:19]3[C:23](=[CH:24][CH:25]=2)[C:22](=[O:26])[N:21]([C@@H:27]([CH:32]([CH3:34])[CH3:33])[C:28]([O:30][CH3:31])=[O:29])[CH2:20]3)=[CH:13][CH:12]=1. Given the reactants F[C:2]1[CH:7]=[CH:6][CH:5]=[CH:4][C:3]=1[NH:8][C:9](=[S:35])[NH:10][C:11]1[CH:16]=[CH:15][C:14]([C:17]2[CH:18]=[C:19]3[C:23](=[CH:24][CH:25]=2)[C:22](=[O:26])[N:21]([C@@H:27]([CH:32]([CH3:34])[CH3:33])[C:28]([O:30][CH3:31])=[O:29])[CH2:20]3)=[CH:13][CH:12]=1.NC1C=CC(C2C=C3C(=CC=2)[C:48](=[O:52])N([C@@H](C(C)C)C(OC)=O)C3)=CC=1.COC1C=CC=CC=1N=C=S, predict the reaction product. (3) Given the reactants [F:1][C:2]1[CH:7]=[CH:6][C:5]([C:8]2[N:12]=[N:11][N:10]([CH3:13])[C:9]=2[CH2:14][OH:15])=[CH:4][CH:3]=1.[CH3:16][O:17][C:18]([C:20]1[N:21]([CH3:26])[N:22]=[C:23](O)[CH:24]=1)=[O:19].C1(P(C2C=CC=CC=2)C2C=CC=CC=2)C=CC=CC=1.N(C(OCC)=O)=NC(OCC)=O, predict the reaction product. The product is: [F:1][C:2]1[CH:3]=[CH:4][C:5]([C:8]2[N:12]=[N:11][N:10]([CH3:13])[C:9]=2[CH2:14][O:15][C:23]2[CH:24]=[C:20]([C:18]([O:17][CH3:16])=[O:19])[N:21]([CH3:26])[N:22]=2)=[CH:6][CH:7]=1. (4) Given the reactants F[C:2]1[CH:9]=[CH:8][C:5]([C:6]#[N:7])=[CH:4][C:3]=1[CH:10]=O.O.[NH2:13][NH2:14].C(=O)([O-])[O-].[K+].[K+], predict the reaction product. The product is: [NH:13]1[C:2]2[C:3](=[CH:4][C:5]([C:6]#[N:7])=[CH:8][CH:9]=2)[CH:10]=[N:14]1. (5) Given the reactants [Cl:1][C:2]1[CH:7]=[CH:6][CH:5]=[C:4]([F:8])[C:3]=1[NH:9][C:10]1[N:14]([CH3:15])[C:13]2[C:16]3[CH2:17][C:18]([CH3:27])([CH3:26])[O:19][C:20]=3[C:21]([C:23](O)=[O:24])=[CH:22][C:12]=2[N:11]=1.S(Cl)(Cl)=O.[CH:32]1([C:35]2[CH:41]=[CH:40][C:38]([NH2:39])=[CH:37][CH:36]=2)[CH2:34][CH2:33]1.CCN(C(C)C)C(C)C, predict the reaction product. The product is: [Cl:1][C:2]1[CH:7]=[CH:6][CH:5]=[C:4]([F:8])[C:3]=1[NH:9][C:10]1[N:14]([CH3:15])[C:13]2[C:16]3[CH2:17][C:18]([CH3:26])([CH3:27])[O:19][C:20]=3[C:21]([C:23]([NH:39][C:38]3[CH:40]=[CH:41][C:35]([CH:32]4[CH2:34][CH2:33]4)=[CH:36][CH:37]=3)=[O:24])=[CH:22][C:12]=2[N:11]=1. (6) Given the reactants [CH2:1]([O:8][C:9]([NH:11][C:12]1[C:17](=[O:18])[N:16]2[C@H:19]([C:22]([O:24]C(C)(C)C)=[O:23])[CH2:20][CH2:21][C:15]2=[N:14][CH:13]=1)=[O:10])[C:2]1[CH:7]=[CH:6][CH:5]=[CH:4][CH:3]=1.C(Cl)Cl.C(O)(C(F)(F)F)=O, predict the reaction product. The product is: [CH2:1]([O:8][C:9]([NH:11][C:12]1[C:17](=[O:18])[N:16]2[C@H:19]([C:22]([OH:24])=[O:23])[CH2:20][CH2:21][C:15]2=[N:14][CH:13]=1)=[O:10])[C:2]1[CH:3]=[CH:4][CH:5]=[CH:6][CH:7]=1.